This data is from Catalyst prediction with 721,799 reactions and 888 catalyst types from USPTO. The task is: Predict which catalyst facilitates the given reaction. (1) Reactant: [Cl:1][C:2]1[C:7]([C:8](Cl)=[O:9])=[C:6]([Cl:11])[N:5]=[CH:4][N:3]=1.[F:12][C:13]1[CH:14]=[C:15]([CH:17]=[C:18]([O:20][CH3:21])[CH:19]=1)[NH2:16]. Product: [Cl:1][C:2]1[C:7]([C:8]([NH:16][C:15]2[CH:17]=[C:18]([O:20][CH3:21])[CH:19]=[C:13]([F:12])[CH:14]=2)=[O:9])=[C:6]([Cl:11])[N:5]=[CH:4][N:3]=1. The catalyst class is: 4. (2) Reactant: [F-:1].[K+].[N+:3]([C:6]1[CH:19]=[CH:18][CH:17]=[C:16]([N+]([O-])=O)[C:7]=1[C:8]([NH:10][C@@H:11]([CH3:15])[C:12]([OH:14])=[O:13])=[O:9])([O-:5])=[O:4].C1OCCOCCOCCOCCOCCOC1. Product: [F:1][C:16]1[CH:17]=[CH:18][CH:19]=[C:6]([N+:3]([O-:5])=[O:4])[C:7]=1[C:8]([NH:10][C@@H:11]([CH3:15])[C:12]([OH:14])=[O:13])=[O:9]. The catalyst class is: 16. (3) Reactant: [CH2:1]([N:3]1[CH2:20][CH2:19][C:5]2([CH2:9][N:8]([CH2:10][CH2:11][C:12]3[CH:17]=[CH:16][C:15]([NH2:18])=[CH:14][CH:13]=3)[CH2:7][CH2:6]2)[CH2:4]1)[CH3:2].C(NC(C)C)(C)C.[F:28][C:29]1[CH:37]=[CH:36][C:32]([C:33](Cl)=[O:34])=[CH:31][C:30]=1[N+:38]([O-:40])=[O:39]. The catalyst class is: 4. Product: [CH2:1]([N:3]1[CH2:20][CH2:19][C:5]2([CH2:9][N:8]([CH2:10][CH2:11][C:12]3[CH:13]=[CH:14][C:15]([NH:18][C:33](=[O:34])[C:32]4[CH:36]=[CH:37][C:29]([F:28])=[C:30]([N+:38]([O-:40])=[O:39])[CH:31]=4)=[CH:16][CH:17]=3)[CH2:7][CH2:6]2)[CH2:4]1)[CH3:2]. (4) Reactant: [C:1]([N:8]1[CH:12]=[CH:11]N=C1)([N:3]1[CH:7]=[CH:6][N:5]=[CH:4]1)=[O:2].NC1C=N[C:17]2[C:22](C=1)=[CH:21][CH:20]=[CH:19][CH:18]=2.[CH3:24][CH:25]1[CH2:30][CH2:29][N:28]([C:31]2C(CN)=[CH:35][CH:34]=[C:33]([C:39]([F:42])([F:41])[F:40])[N:32]=2)[CH2:27][CH2:26]1. Product: [CH3:24][CH:25]1[CH2:26][CH2:27][N:28]([C:31]2[C:11]([CH2:12][NH:8][C:1]([NH:3][C:7]3[CH:6]=[N:5][C:4]4[C:19]([CH:20]=3)=[CH:18][CH:17]=[CH:22][CH:21]=4)=[O:2])=[CH:35][CH:34]=[C:33]([C:39]([F:40])([F:41])[F:42])[N:32]=2)[CH2:29][CH2:30]1. The catalyst class is: 2.